From a dataset of Full USPTO retrosynthesis dataset with 1.9M reactions from patents (1976-2016). Predict the reactants needed to synthesize the given product. (1) Given the product [CH3:36][C:31]1[C:30]([C:16]2[CH:15]=[C:14]([F:13])[C:19]([C:2]3[N:7]=[C:6]([C:8]([O:10][CH3:11])=[O:9])[CH:5]=[CH:4][C:3]=3[F:12])=[C:18]([F:29])[CH:17]=2)=[C:34]([CH3:35])[O:33][N:32]=1, predict the reactants needed to synthesize it. The reactants are: Br[C:2]1[N:7]=[C:6]([C:8]([O:10][CH3:11])=[O:9])[CH:5]=[CH:4][C:3]=1[F:12].[F:13][C:14]1[CH:15]=[C:16]([C:30]2[C:31]([CH3:36])=[N:32][O:33][C:34]=2[CH3:35])[CH:17]=[C:18]([F:29])[C:19]=1B1OC(C)(C)C(C)(C)O1. (2) Given the product [F:3][C:4]([F:19])([F:18])[C:5]1[C:10]([F:11])=[C:9]([O:12][CH2:13][CH3:14])[CH:8]=[CH:7][C:6]=1[OH:21], predict the reactants needed to synthesize it. The reactants are: OO.[F:3][C:4]([F:19])([F:18])[C:5]1[C:10]([F:11])=[C:9]([O:12][CH2:13][CH3:14])[CH:8]=[CH:7][C:6]=1B(O)O.S([O-])(O)=[O:21].[Na+]. (3) Given the product [CH3:9][O:10][C:11]([C:13]1[CH:18]=[CH:17][N:16]2[C:19]([I:8])=[CH:20][N:21]=[C:15]2[CH:14]=1)=[O:12], predict the reactants needed to synthesize it. The reactants are: C1C(=O)N([I:8])C(=O)C1.[CH3:9][O:10][C:11]([C:13]1[CH:18]=[CH:17][N:16]2[CH:19]=[CH:20][N:21]=[C:15]2[CH:14]=1)=[O:12]. (4) The reactants are: C(=O)([O-])[O-].[Na+].[Na+].[F:7][C:8]1[C:13]([F:14])=[C:12]([F:15])[CH:11]=[CH:10][C:9]=1[OH:16].[CH2:17](Br)[C:18]1[CH:23]=[CH:22][CH:21]=[CH:20][CH:19]=1. Given the product [CH2:17]([O:16][C:9]1[CH:10]=[CH:11][C:12]([F:15])=[C:13]([F:14])[C:8]=1[F:7])[C:18]1[CH:23]=[CH:22][CH:21]=[CH:20][CH:19]=1, predict the reactants needed to synthesize it. (5) Given the product [C:11]1([C:10]2[N:9]([CH2:17][CH:18]3[CH2:23][CH2:22][CH2:21][CH2:20][NH:19]3)[CH:8]=[N:7][C:6]=2[C:4]([O:3][CH2:1][CH3:2])=[O:5])[CH:12]=[CH:13][CH:14]=[CH:15][CH:16]=1, predict the reactants needed to synthesize it. The reactants are: [CH2:1]([O:3][C:4]([C:6]1[N:7]=[CH:8][N:9]([CH2:17][CH:18]2[CH2:23][CH2:22][CH2:21][CH2:20][N:19]2C(OC(C)(C)C)=O)[C:10]=1[C:11]1[CH:16]=[CH:15][CH:14]=[CH:13][CH:12]=1)=[O:5])[CH3:2].C(O)(C(F)(F)F)=O. (6) Given the product [N:24]1([CH2:23][CH2:22][O:1][C:2]2[CH:3]=[CH:4][C:5]([CH2:8][C:9]([O:11][CH2:12][CH3:13])=[O:10])=[CH:6][CH:7]=2)[CH2:29][CH2:28][O:27][CH2:26][CH2:25]1, predict the reactants needed to synthesize it. The reactants are: [OH:1][C:2]1[CH:7]=[CH:6][C:5]([CH2:8][C:9]([O:11][CH2:12][CH3:13])=[O:10])=[CH:4][CH:3]=1.C([O-])([O-])=O.[K+].[K+].Cl.Cl[CH2:22][CH2:23][N:24]1[CH2:29][CH2:28][O:27][CH2:26][CH2:25]1.